This data is from Reaction yield outcomes from USPTO patents with 853,638 reactions. The task is: Predict the reaction yield, written as a fraction of the theoretical maximum amount of product (1.0 means a 100% yield; for example, 0.34 means a 34% yield). (1) The reactants are [Br:1][C:2]1[C:3](=[O:17])[N:4]([CH2:9][C:10]2[CH:15]=[CH:14][CH:13]=[C:12]([F:16])[CH:11]=2)[CH:5]=[CH:6][C:7]=1[OH:8].C(=O)([O-])[O-].[K+].[K+].Br[CH:25]([C:27]1[CH:32]=[CH:31][CH:30]=[CH:29][CH:28]=1)[CH3:26]. The catalyst is CN(C=O)C. The product is [Br:1][C:2]1[C:3](=[O:17])[N:4]([CH2:9][C:10]2[CH:15]=[CH:14][CH:13]=[C:12]([F:16])[CH:11]=2)[CH:5]=[CH:6][C:7]=1[O:8][CH:25]([C:27]1[CH:32]=[CH:31][CH:30]=[CH:29][CH:28]=1)[CH3:26]. The yield is 0.520. (2) The reactants are FC1C=C(C=CC=1)COC1C=CC(N)=CC=1.[F:17][C:18]([F:37])([F:36])[C:19]1[CH:35]=[CH:34][C:22]([CH2:23][O:24][C:25]2[CH:30]=[CH:29][C:28]([N+:31]([O-])=O)=[CH:27][CH:26]=2)=[CH:21][CH:20]=1. No catalyst specified. The product is [F:17][C:18]([F:36])([F:37])[C:19]1[CH:35]=[CH:34][C:22]([CH2:23][O:24][C:25]2[CH:30]=[CH:29][C:28]([NH2:31])=[CH:27][CH:26]=2)=[CH:21][CH:20]=1. The yield is 0.980.